This data is from NCI-60 drug combinations with 297,098 pairs across 59 cell lines. The task is: Regression. Given two drug SMILES strings and cell line genomic features, predict the synergy score measuring deviation from expected non-interaction effect. (1) Drug 1: CC1OCC2C(O1)C(C(C(O2)OC3C4COC(=O)C4C(C5=CC6=C(C=C35)OCO6)C7=CC(=C(C(=C7)OC)O)OC)O)O. Drug 2: CC1CCC2CC(C(=CC=CC=CC(CC(C(=O)C(C(C(=CC(C(=O)CC(OC(=O)C3CCCCN3C(=O)C(=O)C1(O2)O)C(C)CC4CCC(C(C4)OC)O)C)C)O)OC)C)C)C)OC. Cell line: SF-295. Synergy scores: CSS=55.1, Synergy_ZIP=-11.3, Synergy_Bliss=-9.15, Synergy_Loewe=-3.42, Synergy_HSA=-2.40. (2) Drug 1: C1CN1C2=NC(=NC(=N2)N3CC3)N4CC4. Drug 2: C1=C(C(=O)NC(=O)N1)N(CCCl)CCCl. Cell line: NCI-H522. Synergy scores: CSS=32.7, Synergy_ZIP=-13.9, Synergy_Bliss=-8.82, Synergy_Loewe=-0.143, Synergy_HSA=1.11. (3) Drug 1: C1=CC(=CC=C1CC(C(=O)O)N)N(CCCl)CCCl.Cl. Drug 2: B(C(CC(C)C)NC(=O)C(CC1=CC=CC=C1)NC(=O)C2=NC=CN=C2)(O)O. Cell line: MCF7. Synergy scores: CSS=13.5, Synergy_ZIP=-6.53, Synergy_Bliss=-0.750, Synergy_Loewe=-2.34, Synergy_HSA=-1.97.